Task: Predict which catalyst facilitates the given reaction.. Dataset: Catalyst prediction with 721,799 reactions and 888 catalyst types from USPTO (1) Reactant: C([O:4][CH:5]1[CH:18]=[C:17]2[C:8](=[C:9]([C:23]3[CH:31]=[CH:30][C:26]([C:27]([OH:29])=O)=[CH:25][C:24]=3[C:32]([OH:34])=[O:33])[C:10]3[C:15]([O:16]2)=[CH:14][C:13]([O:19]C(=O)C)=[CH:12][CH:11]=3)[CH:7]=[CH:6]1)(=O)C.C(Cl)CCl.C1C=CC2N(O)N=NC=2C=1.[CH2:49]([S:56][C:57](=[O:60])[CH2:58][NH2:59])[C:50]1[CH:55]=[CH:54][CH:53]=[CH:52][CH:51]=1. Product: [CH2:49]([S:56][C:57]([CH2:58][NH:59][C:27](=[O:29])[C:26]1[CH:25]=[C:24]([C:23]([C:9]2[C:10]3[C:15]([O:16][C:17]4[C:8]=2[CH:7]=[CH:6][CH:5]([OH:4])[CH:18]=4)=[CH:14][C:13]([OH:19])=[CH:12][CH:11]=3)=[CH:31][CH:30]=1)[C:32]([OH:34])=[O:33])=[O:60])[C:50]1[CH:55]=[CH:54][CH:53]=[CH:52][CH:51]=1. The catalyst class is: 118. (2) Reactant: Cl.Br[C:3]1[CH:8]=[CH:7][N:6]=[CH:5][CH:4]=1.C([O-])([O-])=O.[Na+].[Na+].[F:15][C:16]([F:27])([F:26])[C:17]1[CH:22]=[CH:21][C:20](B(O)O)=[CH:19][CH:18]=1. Product: [F:15][C:16]([F:27])([F:26])[C:17]1[CH:22]=[CH:21][C:20]([C:3]2[CH:8]=[CH:7][N:6]=[CH:5][CH:4]=2)=[CH:19][CH:18]=1. The catalyst class is: 276. (3) Reactant: [Br:1][C:2]1[CH:3]=[C:4]([NH:8][CH:9]=[C:10]2[C:15](=[O:16])OC(C)(C)OC2=O)[CH:5]=[CH:6][CH:7]=1. Product: [Br:1][C:2]1[CH:3]=[C:4]2[C:5]([C:15]([OH:16])=[CH:10][CH:9]=[N:8]2)=[CH:6][CH:7]=1.[Br:1][C:2]1[CH:7]=[CH:6][CH:5]=[C:4]2[C:3]=1[C:15]([OH:16])=[CH:10][CH:9]=[N:8]2. The catalyst class is: 736. (4) Reactant: Cl.[CH:2]1([N:6]2[CH2:11][CH2:10][CH:9]([CH2:12][CH:13]3[CH2:18][CH2:17][N:16]([C:19]4[CH:20]=[CH:21][C:22]([C:25](Cl)=[O:26])=[N:23][CH:24]=4)[CH2:15][CH2:14]3)[CH2:8][CH2:7]2)[CH2:5][CH2:4][CH2:3]1.[CH3:28][NH2:29]. Product: [CH:2]1([N:6]2[CH2:11][CH2:10][CH:9]([CH2:12][CH:13]3[CH2:18][CH2:17][N:16]([C:19]4[CH:20]=[CH:21][C:22]([C:25]([NH:29][CH3:28])=[O:26])=[N:23][CH:24]=4)[CH2:15][CH2:14]3)[CH2:8][CH2:7]2)[CH2:5][CH2:4][CH2:3]1. The catalyst class is: 489. (5) Reactant: [Cl:1][C:2]1[CH:10]=[C:9]([C:11]([NH:13][C@H:14]([C:16]2[NH:20][C:19]3[CH:21]=[CH:22][C:23]([Cl:25])=[CH:24][C:18]=3[N:17]=2)[CH3:15])=[O:12])[CH:8]=[CH:7][C:3]=1[C:4]([OH:6])=O.CN(C(ON1N=NC2C=CC=CC1=2)=[N+](C)C)C.[B-](F)(F)(F)F.C(N(C(C)C)CC)(C)C.[CH3:57][N:58]([CH2:60][CH:61]1[CH2:65][CH2:64][CH2:63][NH:62]1)[CH3:59].ClCl. Product: [Cl:1][C:2]1[CH:10]=[C:9]([CH:8]=[CH:7][C:3]=1[C:4]([N:62]1[CH2:63][CH2:64][CH2:65][CH:61]1[CH2:60][N:58]([CH3:59])[CH3:57])=[O:6])[C:11]([NH:13][C@H:14]([C:16]1[NH:20][C:19]2[CH:21]=[CH:22][C:23]([Cl:25])=[CH:24][C:18]=2[N:17]=1)[CH3:15])=[O:12]. The catalyst class is: 83. (6) Reactant: Cl.[F:2][C:3]1[CH:4]=[N:5][C:6]([C@@H:9]([NH2:11])[CH3:10])=[N:7][CH:8]=1.Cl[C:13]1[N:18]=[C:17]([NH:19][C:20]2[CH:24]=[C:23]([CH:25]3[CH2:27][CH2:26]3)[NH:22][N:21]=2)[C:16]([N+:28]([O-:30])=[O:29])=[CH:15][N:14]=1.CCN(C(C)C)C(C)C. Product: [N+:28]([C:16]1[C:17]([NH:19][C:20]2[CH:24]=[C:23]([CH:25]3[CH2:27][CH2:26]3)[NH:22][N:21]=2)=[N:18][C:13]([NH:11][C@H:9]([C:6]2[N:7]=[CH:8][C:3]([F:2])=[CH:4][N:5]=2)[CH3:10])=[N:14][CH:15]=1)([O-:30])=[O:29]. The catalyst class is: 114. (7) Reactant: [NH2:1][C:2]1([CH:18]([CH3:21])[CH2:19][OH:20])[C:15]2[CH:14]=[C:13]([Cl:16])[N:12]=[CH:11][C:10]=2[O:9][C:8]2[C:3]1=[CH:4][C:5]([Br:17])=[CH:6][CH:7]=2.C([O-])(=O)C.[Na+].[N:27]#[C:28]Br.C(O)(C(F)(F)F)=O. Product: [Br:17][C:5]1[CH:4]=[C:3]2[C:2]3([CH:18]([CH3:21])[CH2:19][O:20][C:28]([NH2:27])=[N:1]3)[C:15]3[CH:14]=[C:13]([Cl:16])[N:12]=[CH:11][C:10]=3[O:9][C:8]2=[CH:7][CH:6]=1. The catalyst class is: 271. (8) Reactant: [F:1][C:2]1[CH:3]=[C:4]([CH:8]2[CH2:13][CH2:12][CH2:11][CH2:10][N:9]2[C:14]2[CH:15]=[CH:16][C:17]3[N:18]([C:20]([N+:23]([O-])=O)=[CH:21][N:22]=3)[N:19]=2)[CH:5]=[CH:6][CH:7]=1. The catalyst class is: 14. Product: [F:1][C:2]1[CH:3]=[C:4]([CH:8]2[CH2:13][CH2:12][CH2:11][CH2:10][N:9]2[C:14]2[CH:15]=[CH:16][C:17]3[N:18]([C:20]([NH2:23])=[CH:21][N:22]=3)[N:19]=2)[CH:5]=[CH:6][CH:7]=1. (9) Reactant: [Cl:1][C:2]1[C:7]([Cl:8])=[CH:6][CH:5]=[CH:4][C:3]=1[S:9]([N:12]([CH2:36][O:37][CH2:38][CH2:39][Si:40]([CH3:43])([CH3:42])[CH3:41])[C:13]1[N:14]=[CH:15][C:16]([S:21][CH2:22][C@@H:23]([C:32](OC)=[O:33])[NH:24][C:25]([O:27][C:28]([CH3:31])([CH3:30])[CH3:29])=[O:26])=[N:17][C:18]=1[O:19][CH3:20])(=[O:11])=[O:10].C([BH-](CC)CC)C.[Li+].[Cl-].[NH4+]. Product: [Cl:1][C:2]1[C:7]([Cl:8])=[CH:6][CH:5]=[CH:4][C:3]=1[S:9]([N:12]([CH2:36][O:37][CH2:38][CH2:39][Si:40]([CH3:43])([CH3:42])[CH3:41])[C:13]1[N:14]=[CH:15][C:16]([S:21][CH2:22][C@H:23]([NH:24][C:25](=[O:26])[O:27][C:28]([CH3:31])([CH3:30])[CH3:29])[CH2:32][OH:33])=[N:17][C:18]=1[O:19][CH3:20])(=[O:10])=[O:11]. The catalyst class is: 7. (10) Reactant: [CH:1]1([N:4]([CH2:15][C:16]2([CH2:29][CH2:30][CH2:31][OH:32])[CH2:21][CH2:20][N:19]([C:22]([O:24][C:25]([CH3:28])([CH3:27])[CH3:26])=[O:23])[CH2:18][CH2:17]2)[C:5]([O:7][CH2:8][C:9]2[CH:14]=[CH:13][CH:12]=[CH:11][CH:10]=2)=[O:6])[CH2:3][CH2:2]1.C([O:40]C(Cl)=O)C1C=CC=CC=1.CCN(C(C)C)C(C)C.S(=O)(=O)(O)O. Product: [CH:1]1([N:4]([CH2:15][C:16]2([CH2:29][CH2:30][C:31]([OH:40])=[O:32])[CH2:17][CH2:18][N:19]([C:22]([O:24][C:25]([CH3:26])([CH3:27])[CH3:28])=[O:23])[CH2:20][CH2:21]2)[C:5]([O:7][CH2:8][C:9]2[CH:14]=[CH:13][CH:12]=[CH:11][CH:10]=2)=[O:6])[CH2:2][CH2:3]1. The catalyst class is: 46.